From a dataset of Forward reaction prediction with 1.9M reactions from USPTO patents (1976-2016). Predict the product of the given reaction. (1) Given the reactants [CH3:1][C:2]1([CH3:15])[C@@H:4]2[CH2:5][C:6]3[C:10]([C@H:3]12)=[C:9]([CH3:11])[S:8][C:7]=3[C:12]([OH:14])=O.CN(C(ON1N=NC2C=CC=CC1=2)=[N+](C)C)C.[B-](F)(F)(F)F.C(N(C(C)C)C(C)C)C.Cl.[NH2:48][CH2:49][C:50]1[CH:55]=[CH:54][C:53]([OH:56])=[CH:52][C:51]=1[Cl:57], predict the reaction product. The product is: [OH:56][C:53]1[CH:54]=[CH:55][C:50]([CH2:49][NH:48][C:12]([C:7]2[S:8][C:9]([CH3:11])=[C:10]3[C:6]=2[CH2:5][C@H:4]2[C:2]([CH3:1])([CH3:15])[C@H:3]23)=[O:14])=[C:51]([Cl:57])[CH:52]=1. (2) The product is: [Cl:1][C:2]1[C:7]([C:8]2[N:9]=[C:10]([N:20]3[CH2:21][CH2:22][O:23][CH2:24][CH2:25]3)[S:11][C:12]=2[C:13]2[CH:18]=[CH:17][N:16]=[C:15]([CH3:38])[N:14]=2)=[CH:6][CH:5]=[CH:4][C:3]=1[NH:26][S:27]([C:30]1[CH:35]=[C:34]([F:36])[CH:33]=[CH:32][C:31]=1[F:37])(=[O:29])=[O:28]. Given the reactants [Cl:1][C:2]1[C:7]([C:8]2[N:9]=[C:10]([N:20]3[CH2:25][CH2:24][O:23][CH2:22][CH2:21]3)[S:11][C:12]=2[C:13]2[CH:18]=[CH:17][N:16]=[C:15](Cl)[N:14]=2)=[CH:6][CH:5]=[CH:4][C:3]=1[NH:26][S:27]([C:30]1[CH:35]=[C:34]([F:36])[CH:33]=[CH:32][C:31]=1[F:37])(=[O:29])=[O:28].[CH3:38][Zn]C.C1(C)C=CC=CC=1, predict the reaction product. (3) Given the reactants [Cl:1][C:2]1[CH:24]=[CH:23][C:5]([C:6]([N:8]2[C:16]3[C:11](=[CH:12][C:13]([O:17][CH3:18])=[CH:14][CH:15]=3)[C:10]([CH2:19][C:20](Cl)=[O:21])=[CH:9]2)=[O:7])=[CH:4][CH:3]=1.[F:25][C:26]([F:32])([F:31])[S:27]([NH2:30])(=[O:29])=[O:28].C(Cl)Cl.N1C=CC=CC=1, predict the reaction product. The product is: [Cl:1][C:2]1[CH:24]=[CH:23][C:5]([C:6]([N:8]2[C:16]3[C:11](=[CH:12][C:13]([O:17][CH3:18])=[CH:14][CH:15]=3)[C:10]([CH2:19][C:20]([NH:30][S:27]([C:26]([F:32])([F:31])[F:25])(=[O:29])=[O:28])=[O:21])=[CH:9]2)=[O:7])=[CH:4][CH:3]=1.